From a dataset of Full USPTO retrosynthesis dataset with 1.9M reactions from patents (1976-2016). Predict the reactants needed to synthesize the given product. (1) Given the product [Cl:1][C:2]1[CH:24]=[C:23]([Cl:25])[CH:22]=[CH:21][C:3]=1[CH2:4][NH:5][C:6]([C:8]1[C:9](=[O:20])[NH:10][N:11]=[C:12]([C:14]2[CH:19]=[CH:18][CH:32]=[CH:27][N:28]=2)[CH:13]=1)=[O:7], predict the reactants needed to synthesize it. The reactants are: [Cl:1][C:2]1[CH:24]=[C:23]([Cl:25])[CH:22]=[CH:21][C:3]=1[CH2:4][NH:5][C:6]([C:8]1[C:9](=[O:20])[NH:10][N:11]=[C:12]([C:14]2[CH:19]=[CH:18]N=CC=2)[CH:13]=1)=[O:7].O=[C:27]1[C:32](C(O)=O)=CC(C2C=CC=CN=2)=N[NH:28]1.C(Cl)(=O)C(Cl)=O.ClC1C=C(Cl)C=CC=1CN. (2) Given the product [NH:33]1[CH2:34][CH:31]([NH:30][C:9]2[N:8]=[C:7]([N:1]3[CH2:2][CH2:3][O:4][CH2:5][CH2:6]3)[N:12]=[C:11]([C:13]3[CH:18]=[CH:17][C:16]([NH:19][C:20]([NH:21][C:22]4[CH:23]=[CH:24][C:25]([CH3:28])=[CH:26][CH:27]=4)=[O:29])=[CH:15][CH:14]=3)[N:10]=2)[CH2:32]1, predict the reactants needed to synthesize it. The reactants are: [N:1]1([C:7]2[N:12]=[C:11]([C:13]3[CH:18]=[CH:17][C:16]([NH:19][C:20](=[O:29])[NH:21][C:22]4[CH:27]=[CH:26][C:25]([CH3:28])=[CH:24][CH:23]=4)=[CH:15][CH:14]=3)[N:10]=[C:9]([NH:30][CH:31]3[CH2:34][N:33](C(OC(C)(C)C)=O)[CH2:32]3)[N:8]=2)[CH2:6][CH2:5][O:4][CH2:3][CH2:2]1.C(O)(C(F)(F)F)=O. (3) Given the product [F:22][C:12]([F:21])([F:11])[C:13]1[N:14]=[C:15]2[N:19]([C:20]=1[C:9]([OH:10])=[O:24])[CH:18]=[CH:17][S:16]2, predict the reactants needed to synthesize it. The reactants are: O=P(Cl)(Cl)Cl.CN([CH:9]=[O:10])C.[F:11][C:12]([F:22])([F:21])[C:13]1[N:14]=[C:15]2[N:19]([CH:20]=1)[CH:18]=[CH:17][S:16]2.Cl([O-])=[O:24].[Na+].